This data is from Forward reaction prediction with 1.9M reactions from USPTO patents (1976-2016). The task is: Predict the product of the given reaction. (1) Given the reactants [Si]([O:8][CH2:9][C:10]1([CH3:37])[S:16][CH2:15][CH2:14][N:13]2[C:17]([C:20]3[CH:25]=[CH:24][C:23]([C:26]4[CH:31]=[CH:30][C:29]([F:32])=[CH:28][CH:27]=4)=[CH:22][C:21]=3[C:33]([F:36])([F:35])[F:34])=[N:18][N:19]=[C:12]2[CH2:11]1)(C(C)(C)C)(C)C.[F-].C([N+](CCCC)(CCCC)CCCC)CCC.O, predict the reaction product. The product is: [F:32][C:29]1[CH:28]=[CH:27][C:26]([C:23]2[CH:24]=[CH:25][C:20]([C:17]3[N:13]4[CH2:14][CH2:15][S:16][C:10]([CH2:9][OH:8])([CH3:37])[CH2:11][C:12]4=[N:19][N:18]=3)=[C:21]([C:33]([F:36])([F:34])[F:35])[CH:22]=2)=[CH:31][CH:30]=1. (2) Given the reactants [O:1]=[C:2]([C:12]1[CH:13]=[N:14][CH:15]=[CH:16][CH:17]=1)[CH2:3][NH:4]C(=O)OC(C)(C)C.[ClH:18].O1CCOCC1, predict the reaction product. The product is: [ClH:18].[NH2:4][CH2:3][C:2]([C:12]1[CH:13]=[N:14][CH:15]=[CH:16][CH:17]=1)=[O:1]. (3) The product is: [Cl:1][C:2]1[CH:3]=[CH:4][C:5]2[N:10]=[N:9][C:8](=[O:12])[N:7]([CH2:13][CH2:14][N:15]3[CH2:20][CH2:19][CH:18]([NH:21][C:22](=[O:28])[O:23][C:24]([CH3:25])([CH3:26])[CH3:27])[CH2:17][CH2:16]3)[C:6]=2[CH:29]=1. Given the reactants [Cl:1][C:2]1[CH:3]=[CH:4][C:5]2[N+:10]([O-])=[N:9][C:8](=[O:12])[N:7]([CH2:13][CH2:14][N:15]3[CH2:20][CH2:19][CH:18]([NH:21][C:22](=[O:28])[O:23][C:24]([CH3:27])([CH3:26])[CH3:25])[CH2:17][CH2:16]3)[C:6]=2[CH:29]=1, predict the reaction product. (4) Given the reactants [CH3:1][C:2]([C:9]1[CH:22]=[CH:21][C:12]([O:13][CH2:14][C@H:15]2[O:19][C:18]([NH2:20])=[N:17][CH2:16]2)=[CH:11][CH:10]=1)([CH3:8])[CH2:3][C:4]([CH3:7])([CH3:6])[CH3:5].C([O:25][C:26](=O)[C:27]#[C:28][CH2:29][CH3:30])C, predict the reaction product. The product is: [CH2:29]([C:28]1[N:17]2[CH2:16][C@@H:15]([CH2:14][O:13][C:12]3[CH:21]=[CH:22][C:9]([C:2]([CH3:1])([CH3:8])[CH2:3][C:4]([CH3:5])([CH3:6])[CH3:7])=[CH:10][CH:11]=3)[O:19][C:18]2=[N:20][C:26](=[O:25])[CH:27]=1)[CH3:30].